Dataset: Forward reaction prediction with 1.9M reactions from USPTO patents (1976-2016). Task: Predict the product of the given reaction. (1) The product is: [CH3:1][CH:2]([CH3:36])[CH2:3][CH:4]([NH:21][C:22]1[CH:35]=[CH:34][C:25]([C:26]([NH:28][CH2:29][CH2:30][C:31]([O:33][CH3:39])=[O:32])=[O:27])=[CH:24][N:23]=1)[C:5]1[CH:6]=[N:7][C:8]([C:11]2[CH:12]=[CH:13][C:14]([C:17]([F:19])([F:20])[F:18])=[CH:15][CH:16]=2)=[CH:9][CH:10]=1. Given the reactants [CH3:1][CH:2]([CH3:36])[CH2:3][CH:4]([NH:21][C:22]1[CH:35]=[CH:34][C:25]([C:26]([NH:28][CH2:29][CH2:30][C:31]([OH:33])=[O:32])=[O:27])=[CH:24][N:23]=1)[C:5]1[CH:6]=[N:7][C:8]([C:11]2[CH:16]=[CH:15][C:14]([C:17]([F:20])([F:19])[F:18])=[CH:13][CH:12]=2)=[CH:9][CH:10]=1.CO.[CH2:39](NCC)C, predict the reaction product. (2) Given the reactants [CH2:1]([O:3][C:4]([C:6]1[CH:7]=[N:8][N:9]2[C:14]([OH:15])=[C:13]([C:16]([OH:18])=O)[CH:12]=[N:11][C:10]=12)=[O:5])[CH3:2].Cl.[F:20][C:21]1[C:26]2[O:27][CH2:28][C:29]3([CH2:34][CH2:33][NH:32][CH2:31][CH2:30]3)[C:25]=2[CH:24]=[CH:23][CH:22]=1, predict the reaction product. The product is: [CH2:1]([O:3][C:4]([C:6]1[CH:7]=[N:8][N:9]2[C:14]([OH:15])=[C:13]([C:16]([N:32]3[CH2:33][CH2:34][C:29]4([C:25]5[CH:24]=[CH:23][CH:22]=[C:21]([F:20])[C:26]=5[O:27][CH2:28]4)[CH2:30][CH2:31]3)=[O:18])[CH:12]=[N:11][C:10]=12)=[O:5])[CH3:2]. (3) Given the reactants [Cl:1][C:2]1[CH:3]=[C:4]([CH:11]=[C:12]([Cl:14])[N:13]=1)[C:5](N(OC)C)=[O:6].[CH3:15][Mg]Cl.[Cl-].[Na+], predict the reaction product. The product is: [Cl:1][C:2]1[CH:3]=[C:4]([C:5](=[O:6])[CH3:15])[CH:11]=[C:12]([Cl:14])[N:13]=1. (4) Given the reactants [CH3:1][C:2]1[N:6]([C:7]2[C:15]3[O:14][CH2:13][CH:12]([N:16](C(=O)C(F)(F)F)[C:17]4[CH:30]=[CH:29][C:20]5[C@H:21]([CH2:24][C:25]([O:27]C)=[O:26])[CH2:22][O:23][C:19]=5[CH:18]=4)[C:11]=3[CH:10]=[CH:9][CH:8]=2)[C:5]2[CH:37]=[CH:38][C:39]([CH3:41])=[CH:40][C:4]=2[N:3]=1.[OH-].[Na+], predict the reaction product. The product is: [CH3:1][C:2]1[N:6]([C:7]2[C:15]3[O:14][CH2:13][CH:12]([NH:16][C:17]4[CH:30]=[CH:29][C:20]5[C@H:21]([CH2:24][C:25]([OH:27])=[O:26])[CH2:22][O:23][C:19]=5[CH:18]=4)[C:11]=3[CH:10]=[CH:9][CH:8]=2)[C:5]2[CH:37]=[CH:38][C:39]([CH3:41])=[CH:40][C:4]=2[N:3]=1. (5) Given the reactants [C:1]([C:4]1[CH:9]=[C:8]([Cl:10])[N:7]=[CH:6][C:5]=1[N:11](S(C1C=CC([N+]([O-])=O)=CC=1)(=O)=O)[S:12]([C:15]1[CH:20]=[CH:19][C:18]([N+:21]([O-:23])=[O:22])=[CH:17][CH:16]=1)(=[O:14])=[O:13])(=[O:3])[CH3:2].[Li+].[OH-].Cl, predict the reaction product. The product is: [C:1]([C:4]1[CH:9]=[C:8]([Cl:10])[N:7]=[CH:6][C:5]=1[NH:11][S:12]([C:15]1[CH:20]=[CH:19][C:18]([N+:21]([O-:23])=[O:22])=[CH:17][CH:16]=1)(=[O:13])=[O:14])(=[O:3])[CH3:2]. (6) Given the reactants [C:1]([C:3]1[CH:8]=[CH:7][C:6]([F:9])=[CH:5][CH:4]=1)#[CH:2].C(=O)([O-])[O-].[K+].[K+].CCCC[N+](CCCC)(CCCC)CCCC.[F-].O.C(Cl)(Cl)(Cl)[Cl:36], predict the reaction product. The product is: [Cl:36][C:2]#[C:1][C:3]1[CH:8]=[CH:7][C:6]([F:9])=[CH:5][CH:4]=1. (7) Given the reactants [NH:1]([C:3](=[O:24])[C:4]([NH:6][C:7]1[CH:8]=[CH:9][C:10]([N:13]2[CH2:18][CH2:17][C:16]([CH3:23])([C:19]([O:21][CH3:22])=[O:20])[CH2:15][CH2:14]2)=[N:11][CH:12]=1)=[O:5])[NH2:2].[F:25][C:26]1[CH:27]=[C:28]([N:33]=[C:34]=S)[CH:29]=[CH:30][C:31]=1[F:32].CCN=C=NCCCN(C)C.Cl.O, predict the reaction product. The product is: [F:25][C:26]1[CH:27]=[C:28]([NH:33][C:34]2[O:24][C:3]([C:4]([NH:6][C:7]3[CH:8]=[CH:9][C:10]([N:13]4[CH2:14][CH2:15][C:16]([CH3:23])([C:19]([O:21][CH3:22])=[O:20])[CH2:17][CH2:18]4)=[N:11][CH:12]=3)=[O:5])=[N:1][N:2]=2)[CH:29]=[CH:30][C:31]=1[F:32]. (8) Given the reactants [C:1]([C:3]1[CH:4]=[C:5]([CH:9]=[CH:10][C:11]=1[F:12])[C:6]([OH:8])=O)#[N:2].CN(C(ON1N=NC2C=CC=NC1=2)=[N+](C)C)C.F[P-](F)(F)(F)(F)F.CCN(C(C)C)C(C)C.O[NH:47][C:48](=[NH:68])[C:49]1[CH:58]=[CH:57][CH:56]=[C:55]2[C:50]=1[CH:51]=[CH:52][N:53]=[C:54]2[CH2:59][CH2:60][C:61]([O:63][C:64]([CH3:67])([CH3:66])[CH3:65])=[O:62], predict the reaction product. The product is: [C:1]([C:3]1[CH:4]=[C:5]([C:6]2[O:8][N:47]=[C:48]([C:49]3[CH:58]=[CH:57][CH:56]=[C:55]4[C:50]=3[CH:51]=[CH:52][N:53]=[C:54]4[CH2:59][CH2:60][C:61]([O:63][C:64]([CH3:67])([CH3:66])[CH3:65])=[O:62])[N:68]=2)[CH:9]=[CH:10][C:11]=1[F:12])#[N:2].